The task is: Predict the reaction yield, written as a fraction of the theoretical maximum amount of product (1.0 means a 100% yield; for example, 0.34 means a 34% yield).. This data is from Reaction yield outcomes from USPTO patents with 853,638 reactions. (1) The yield is 0.560. No catalyst specified. The product is [NH:3]1[C:4]2[CH:9]=[CH:8][CH:7]=[CH:6][C:5]=2[N:1]=[C:2]1[CH2:10][O:11][C:12]1[CH:19]=[C:18]([O:20][CH3:21])[C:17]([C:22]2[S:23][CH:24]=[CH:25][CH:26]=2)=[CH:16][C:13]=1/[CH:14]=[CH:28]/[C:27]([C:30]1[CH:31]=[CH:32][C:33]([S:36]([NH2:39])(=[O:38])=[O:37])=[CH:34][CH:35]=1)=[O:29]. The reactants are [NH:1]1[C:5]2[CH:6]=[CH:7][CH:8]=[CH:9][C:4]=2[N:3]=[C:2]1[CH2:10][O:11][C:12]1[CH:19]=[C:18]([O:20][CH3:21])[C:17]([C:22]2[S:23][CH:24]=[CH:25][CH:26]=2)=[CH:16][C:13]=1[CH:14]=O.[C:27]([C:30]1[CH:35]=[CH:34][C:33]([S:36]([NH2:39])(=[O:38])=[O:37])=[CH:32][CH:31]=1)(=[O:29])[CH3:28]. (2) The reactants are Cl.[CH3:2][CH:3]([CH2:8][N:9]1[CH2:13][CH2:12][CH2:11][CH2:10]1)[CH2:4][C:5]([OH:7])=[O:6].C1N=CN(C(N2C=NC=C2)=O)C=1.[F:26][C:27]1[C:31]([C:32]2[CH:33]=[N:34][C:35]3[C:40]([CH:41]=2)=[CH:39][CH:38]=[CH:37][CH:36]=3)=[N:30][NH:29][C:28]=1[NH2:42]. The catalyst is ClCCCl. The product is [CH:5]([OH:7])=[O:6].[F:26][C:27]1[C:31]([C:32]2[CH:33]=[N:34][C:35]3[C:40]([CH:41]=2)=[CH:39][CH:38]=[CH:37][CH:36]=3)=[N:30][NH:29][C:28]=1[NH:42][C:5](=[O:7])[CH2:4][CH:3]([CH3:2])[CH2:8][N:9]1[CH2:13][CH2:12][CH2:11][CH2:10]1. The yield is 0.400. (3) The reactants are [O:1]1[CH2:6][CH2:5][CH2:4][O:3][CH:2]1[CH2:7][CH2:8][Mg]Br.[CH3:11][C:12]([S@:15](/[N:17]=[CH:18]/[C:19]1([C:25]2[CH:34]=[CH:33][C:32]3[C:27](=[CH:28][CH:29]=[CH:30][CH:31]=3)[CH:26]=2)[CH2:24][CH2:23][CH2:22][CH2:21][CH2:20]1)=[O:16])([CH3:14])[CH3:13].[O-]S([O-])(=O)=O.[Na+].[Na+]. The catalyst is CCOCC. The product is [O:1]1[CH2:6][CH2:5][CH2:4][O:3][CH:2]1[CH2:7][CH2:8][CH:18]([NH:17][S@@:15]([C:12]([CH3:14])([CH3:13])[CH3:11])=[O:16])[C:19]1([C:25]2[CH:34]=[CH:33][C:32]3[C:27](=[CH:28][CH:29]=[CH:30][CH:31]=3)[CH:26]=2)[CH2:20][CH2:21][CH2:22][CH2:23][CH2:24]1. The yield is 0.830. (4) The reactants are [CH:1]1([O:4][C:5]2[CH:10]=[CH:9][C:8]([C:11]#[C:12][Si](C)(C)C)=[CH:7][CH:6]=2)[CH2:3][CH2:2]1.[OH-].[Na+].Cl. The catalyst is CO.O. The product is [CH:1]1([O:4][C:5]2[CH:10]=[CH:9][C:8]([C:11]#[CH:12])=[CH:7][CH:6]=2)[CH2:3][CH2:2]1. The yield is 0.0500. (5) The reactants are [NH2:1][C:2]1[C:11]2[CH:10]=[CH:9][CH:8]=[C:7](Br)[C:6]=2[N:5]=[C:4]2[CH2:13][N:14]([CH:17]3[CH2:19][CH2:18]3)[C:15](=[O:16])[C:3]=12.[F:20][C:21]1[CH:26]=[CH:25][CH:24]=[C:23]([O:27][CH3:28])[C:22]=1B(O)O. No catalyst specified. The product is [NH2:1][C:2]1[C:11]2[CH:10]=[CH:9][CH:8]=[C:7]([C:22]3[C:23]([O:27][CH3:28])=[CH:24][CH:25]=[CH:26][C:21]=3[F:20])[C:6]=2[N:5]=[C:4]2[CH2:13][N:14]([CH:17]3[CH2:19][CH2:18]3)[C:15](=[O:16])[C:3]=12. The yield is 0.550. (6) The reactants are [OH-].[K+].[Br:3][C:4]1[CH:14]=[CH:13][C:7]([O:8][CH2:9][C:10]([NH2:12])=[O:11])=[C:6]([C:15]#[N:16])[CH:5]=1.O. The product is [NH2:16][C:15]1[C:6]2[CH:5]=[C:4]([Br:3])[CH:14]=[CH:13][C:7]=2[O:8][C:9]=1[C:10]([NH2:12])=[O:11]. The yield is 0.790. The catalyst is C(O)C. (7) The reactants are [CH3:1][CH:2]([C:4]1[N:8]=[C:7]([N:9]2[CH2:14][CH2:13][CH:12]([CH2:15][O:16][C:17]3[CH:22]=[CH:21][C:20]([C:23]4[CH:28]=[CH:27][C:26]([S:29]([NH:32][CH2:33][CH2:34][NH:35]C(=O)OC(C)(C)C)(=[O:31])=[O:30])=[CH:25][CH:24]=4)=[CH:19][CH:18]=3)[CH2:11][CH2:10]2)[O:6][N:5]=1)[CH3:3].[C:43]([OH:49])([C:45]([F:48])([F:47])[F:46])=[O:44]. The catalyst is C(Cl)Cl. The product is [C:43]([OH:49])([C:45]([F:48])([F:47])[F:46])=[O:44].[F:46][C:45]([F:48])([F:47])[C:43]([OH:49])=[O:44].[NH2:35][CH2:34][CH2:33][NH:32][S:29]([C:26]1[CH:27]=[CH:28][C:23]([C:20]2[CH:19]=[CH:18][C:17]([O:16][CH2:15][CH:12]3[CH2:11][CH2:10][N:9]([C:7]4[O:6][N:5]=[C:4]([CH:2]([CH3:3])[CH3:1])[N:8]=4)[CH2:14][CH2:13]3)=[CH:22][CH:21]=2)=[CH:24][CH:25]=1)(=[O:30])=[O:31]. The yield is 0.000500.